From a dataset of Full USPTO retrosynthesis dataset with 1.9M reactions from patents (1976-2016). Predict the reactants needed to synthesize the given product. (1) Given the product [N:1]1[CH:6]=[CH:5][CH:4]=[C:3]([C:7]2[N:12]=[C:11]([CH2:13][NH2:14])[CH:10]=[C:9]([C:25]3[CH:30]=[CH:29][C:28]([C:31]([F:34])([F:32])[F:33])=[CH:27][CH:26]=3)[N:8]=2)[CH:2]=1, predict the reactants needed to synthesize it. The reactants are: [N:1]1[CH:6]=[CH:5][CH:4]=[C:3]([C:7]2[N:12]=[C:11]([CH2:13][N:14]3C(=O)C4C(=CC=CC=4)C3=O)[CH:10]=[C:9]([C:25]3[CH:30]=[CH:29][C:28]([C:31]([F:34])([F:33])[F:32])=[CH:27][CH:26]=3)[N:8]=2)[CH:2]=1.O.NN. (2) The reactants are: [OH:1][CH2:2][CH2:3][NH:4][C:5]([C:7]1[CH:8]=[N:9][N:10]([C:12]2[CH:17]=[CH:16][C:15]([O:18][CH2:19][CH2:20][CH2:21][N:22]3[CH2:26][CH2:25][CH2:24][C@H:23]3[CH3:27])=[CH:14][CH:13]=2)[CH:11]=1)=[O:6].[C:28]([Si:32](Cl)([CH3:34])[CH3:33])([CH3:31])([CH3:30])[CH3:29].N1C=CN=C1.CN(C)C=O. Given the product [Si:32]([O:1][CH2:2][CH2:3][NH:4][C:5]([C:7]1[CH:8]=[N:9][N:10]([C:12]2[CH:17]=[CH:16][C:15]([O:18][CH2:19][CH2:20][CH2:21][N:22]3[CH2:26][CH2:25][CH2:24][C@H:23]3[CH3:27])=[CH:14][CH:13]=2)[CH:11]=1)=[O:6])([C:28]([CH3:31])([CH3:30])[CH3:29])([CH3:34])[CH3:33], predict the reactants needed to synthesize it. (3) Given the product [OH:33][CH:29]([C:25]1([NH:24][C:22](=[O:23])[O:21][C:17]([CH3:19])([CH3:18])[CH3:20])[CH2:28][CH2:27][CH2:26]1)[C:30]([NH:7][C:4]1[CH:5]=[CH:6][N:2]([CH3:1])[N:3]=1)=[O:31], predict the reactants needed to synthesize it. The reactants are: [CH3:1][N:2]1[CH:6]=[CH:5][C:4]([NH2:7])=[N:3]1.CCN(C(C)C)C(C)C.[C:17]([O:21][C:22]([NH:24][C:25]1([CH:29]([OH:33])[C:30](O)=[O:31])[CH2:28][CH2:27][CH2:26]1)=[O:23])([CH3:20])([CH3:19])[CH3:18].CN(C(ON1N=NC2C=CC=NC1=2)=[N+](C)C)C.F[P-](F)(F)(F)(F)F. (4) Given the product [NH2:23][C:8]1[N:7]=[C:6]([O:5][CH2:1][CH2:2][CH2:3][CH3:4])[N:14]=[C:13]2[C:9]=1[NH:10][C:11](=[O:21])[N:12]2[CH2:15][CH2:16][CH2:17][CH2:18][CH2:19][N:31]1[CH2:32][CH2:33][N:28]([CH2:27][CH:24]2[CH2:26][CH2:25]2)[CH2:29][CH2:30]1, predict the reactants needed to synthesize it. The reactants are: [CH2:1]([O:5][C:6]1[N:14]=[C:13]2[C:9]([N:10]=[C:11]([O:21]C)[N:12]2[CH2:15][CH2:16][CH2:17][CH2:18][CH2:19]Cl)=[C:8]([NH2:23])[N:7]=1)[CH2:2][CH2:3][CH3:4].[CH:24]1([CH2:27][N:28]2[CH2:33][CH2:32][NH:31][CH2:30][CH2:29]2)[CH2:26][CH2:25]1. (5) Given the product [ClH:40].[C:11]1([C@H:9]([NH:8][CH2:21][C@@H:22]2[C@@H:26]([C:27]3[CH:32]=[CH:31][CH:30]=[CH:29][CH:28]=3)[CH2:25][N:24]([C:33](=[O:39])[CH2:34][CH2:35][C:36]([OH:38])=[O:37])[CH2:23]2)[CH3:10])[C:20]2[C:15](=[CH:16][CH:17]=[CH:18][CH:19]=2)[CH:14]=[CH:13][CH:12]=1, predict the reactants needed to synthesize it. The reactants are: C(OC([N:8]([CH2:21][C@@H:22]1[C@@H:26]([C:27]2[CH:32]=[CH:31][CH:30]=[CH:29][CH:28]=2)[CH2:25][N:24]([C:33](=[O:39])[CH2:34][CH2:35][C:36]([OH:38])=[O:37])[CH2:23]1)[C@@H:9]([C:11]1[C:20]2[C:15](=[CH:16][CH:17]=[CH:18][CH:19]=2)[CH:14]=[CH:13][CH:12]=1)[CH3:10])=O)(C)(C)C.[ClH:40].C(OCC)(=O)C.